From a dataset of Retrosynthesis with 50K atom-mapped reactions and 10 reaction types from USPTO. Predict the reactants needed to synthesize the given product. (1) Given the product CC(=O)OCC(=O)Nc1ccc(C#N)c(C(F)(F)F)c1C, predict the reactants needed to synthesize it. The reactants are: CC(=O)OCC(=O)Cl.Cc1c(N)ccc(C#N)c1C(F)(F)F. (2) Given the product CN(CCS(C)(=O)=O)CC1=Cc2c(ncnc2Nc2ccc(Oc3cccc(C(=O)NC(C)(C)C)c3)c(Cl)c2)NCC1, predict the reactants needed to synthesize it. The reactants are: CC(C)(C)NC(=O)c1cccc(Oc2ccc(Nc3ncnc4c3C=C(C=O)CCN4)cc2Cl)c1.CNCCS(C)(=O)=O.